From a dataset of Forward reaction prediction with 1.9M reactions from USPTO patents (1976-2016). Predict the product of the given reaction. (1) Given the reactants S(Cl)([Cl:3])=O.[Br:5][C:6]1[CH:7]=[CH:8][C:9]([CH2:12]O)=[N:10][CH:11]=1, predict the reaction product. The product is: [Br:5][C:6]1[CH:7]=[CH:8][C:9]([CH2:12][Cl:3])=[N:10][CH:11]=1. (2) Given the reactants [CH2:1]([O:3][C:4]1[CH:14]=[C:13]([CH3:15])[CH:12]=[CH:11][C:5]=1[C:6]([O:8][CH2:9][CH3:10])=[O:7])[CH3:2].C1C(=O)N([Br:23])C(=O)C1.CC(N=NC(C#N)(C)C)(C#N)C, predict the reaction product. The product is: [Br:23][CH2:15][C:13]1[CH:12]=[CH:11][C:5]([C:6]([O:8][CH2:9][CH3:10])=[O:7])=[C:4]([O:3][CH2:1][CH3:2])[CH:14]=1. (3) The product is: [C:40]([O:44][C:45]([N:47]1[CH2:52][CH2:51][CH:50]([N:53]([C:28]([C:27]2[CH:26]=[N:25][C:24]([Br:23])=[CH:32][CH:31]=2)=[O:30])[CH:54]2[CH2:55][CH2:56]2)[CH2:49][CH2:48]1)=[O:46])([CH3:43])([CH3:41])[CH3:42]. Given the reactants F[B-](F)(F)F.N1(OC(N(C)C)=[N+](C)C)C2C=CC=CC=2N=N1.[Br:23][C:24]1[CH:32]=[CH:31][C:27]([C:28]([OH:30])=O)=[CH:26][N:25]=1.C(N(CC)CC)C.[C:40]([O:44][C:45]([N:47]1[CH2:52][CH2:51][CH:50]([NH:53][CH:54]2[CH2:56][CH2:55]2)[CH2:49][CH2:48]1)=[O:46])([CH3:43])([CH3:42])[CH3:41], predict the reaction product. (4) The product is: [Cl-:27].[C:24]([N+:1]1[C:22]([CH:16]2[CH2:17][CH2:18][CH2:19][CH2:20][CH2:21]2)=[C:15]([NH:14][CH:8]2[CH2:13][CH2:12][CH2:11][CH2:10][CH2:9]2)[N:3]2[CH:4]=[CH:5][CH:6]=[CH:7][C:2]=12)(=[O:26])[CH3:25]. Given the reactants [NH2:1][C:2]1[CH:7]=[CH:6][CH:5]=[CH:4][N:3]=1.[CH:8]1([N+:14]#[C-:15])[CH2:13][CH2:12][CH2:11][CH2:10][CH2:9]1.[CH:16]1([CH:22]=O)[CH2:21][CH2:20][CH2:19][CH2:18][CH2:17]1.[C:24]([Cl:27])(=[O:26])[CH3:25], predict the reaction product. (5) Given the reactants Br[C:2]1[CH:7]=[C:6]([O:8][CH:9]([F:11])[F:10])[CH:5]=[C:4]([Br:12])[C:3]=1[Cl:13].[C:14](=[O:21])([O:16][C:17]([CH3:20])([CH3:19])[CH3:18])[NH2:15].CC1(C)C2C(=C(P(C3C=CC=CC=3)C3C=CC=CC=3)C=CC=2)OC2C(P(C3C=CC=CC=3)C3C=CC=CC=3)=CC=CC1=2.C(=O)([O-])[O-].[Cs+].[Cs+], predict the reaction product. The product is: [Br:12][C:4]1[C:3]([Cl:13])=[C:2]([NH:15][C:14](=[O:21])[O:16][C:17]([CH3:20])([CH3:19])[CH3:18])[CH:7]=[C:6]([O:8][CH:9]([F:11])[F:10])[CH:5]=1. (6) Given the reactants [C:1]([NH:4][C@@H:5]([CH2:10][SH:11])[C:6](OC)=[O:7])(=[O:3])[CH3:2].[OH-].[NH4+:13], predict the reaction product. The product is: [C:1]([NH:4][C@@H:5]([CH2:10][SH:11])[C:6]([NH2:13])=[O:7])(=[O:3])[CH3:2]. (7) Given the reactants [C:1]1([NH:7][NH2:8])[CH:6]=[CH:5][CH:4]=[CH:3][CH:2]=1.Br[C:10]([CH3:17])([CH3:16])[C:11]([O:13][CH2:14][CH3:15])=[O:12].C(N(CC)C(C)C)(C)C.[F:27][C:28]1[C:35]([F:36])=[CH:34][CH:33]=[CH:32][C:29]=1[CH:30]=O, predict the reaction product. The product is: [F:27][C:28]1[C:35]([F:36])=[CH:34][CH:33]=[CH:32][C:29]=1[CH:30]=[N:8][N:7]([C:10]([CH3:17])([CH3:16])[C:11]([O:13][CH2:14][CH3:15])=[O:12])[C:1]1[CH:6]=[CH:5][CH:4]=[CH:3][CH:2]=1. (8) Given the reactants Cl.[C@@H:2]1([N:11]2[CH:18]=[CH:17][C:15]([NH2:16])=[N:14][C:12]2=[O:13])[O:10][C@H:7]([CH2:8][OH:9])[C@@H:5]([OH:6])[C@H:3]1[OH:4].C[Si](Cl)(C)C.[C:24]1([CH3:34])[CH:29]=[CH:28][C:27]([S:30](Cl)(=[O:32])=[O:31])=[CH:26][CH:25]=1.C([O-])(O)=O.[Na+].[CH3:40][O:41][C:42]1[CH:63]=[CH:62][C:45]([C:46](Cl)([C:55]2[CH:60]=[CH:59][CH:58]=[CH:57][CH:56]=2)[C:47]2[CH:52]=[CH:51][C:50]([O:53][CH3:54])=[CH:49][CH:48]=2)=[CH:44][CH:43]=1, predict the reaction product. The product is: [C:24]1([CH3:34])[CH:29]=[CH:28][C:27]([S:30]([NH:16][C:15]2[CH:17]=[CH:18][N:11]([C@@H:2]3[O:10][C@H:7]([CH2:8][O:9][C:46]([C:55]4[CH:60]=[CH:59][CH:58]=[CH:57][CH:56]=4)([C:47]4[CH:52]=[CH:51][C:50]([O:53][CH3:54])=[CH:49][CH:48]=4)[C:45]4[CH:44]=[CH:43][C:42]([O:41][CH3:40])=[CH:63][CH:62]=4)[C@@H:5]([OH:6])[C@H:3]3[OH:4])[C:12](=[O:13])[N:14]=2)(=[O:32])=[O:31])=[CH:26][CH:25]=1.